Dataset: Catalyst prediction with 721,799 reactions and 888 catalyst types from USPTO. Task: Predict which catalyst facilitates the given reaction. (1) Reactant: Br[C:2]1[CH:7]=[C:6]([CH:8]([CH3:10])[CH3:9])[CH:5]=[C:4]([Br:11])[CH:3]=1.C1[CH2:16][O:15]CC1.[Li]C(C)(C)C.S(Cl)([Cl:24])=O. Product: [Br:11][C:4]1[CH:3]=[C:2]([CH:7]=[C:6]([CH:8]([CH3:10])[CH3:9])[CH:5]=1)[C:16]([Cl:24])=[O:15]. The catalyst class is: 48. (2) Reactant: Br[C:2]1[S:6][C:5]([NH:7][C:8](=[O:14])[CH2:9][C:10]([OH:13])([CH3:12])[CH3:11])=[N:4][C:3]=1[CH2:15][CH:16]1[CH2:21][CH2:20][CH2:19][CH2:18][CH2:17]1.C([O-])([O-])=O.[Cs+].[Cs+].[C:28]([NH:32][S:33]([C:36]1[CH:41]=[CH:40][C:39](B2OC(C)(C)C(C)(C)O2)=[CH:38][C:37]=1[C:51]([F:54])([F:53])[F:52])(=[O:35])=[O:34])([CH3:31])([CH3:30])[CH3:29]. Product: [C:28]([NH:32][S:33]([C:36]1[CH:41]=[CH:40][C:39]([C:2]2[S:6][C:5]([NH:7][C:8](=[O:14])[CH2:9][C:10]([OH:13])([CH3:12])[CH3:11])=[N:4][C:3]=2[CH2:15][CH:16]2[CH2:21][CH2:20][CH2:19][CH2:18][CH2:17]2)=[CH:38][C:37]=1[C:51]([F:54])([F:52])[F:53])(=[O:34])=[O:35])([CH3:31])([CH3:29])[CH3:30]. The catalyst class is: 398.